From a dataset of Aqueous solubility values for 9,982 compounds from the AqSolDB database. Regression/Classification. Given a drug SMILES string, predict its absorption, distribution, metabolism, or excretion properties. Task type varies by dataset: regression for continuous measurements (e.g., permeability, clearance, half-life) or binary classification for categorical outcomes (e.g., BBB penetration, CYP inhibition). For this dataset (solubility_aqsoldb), we predict Y. The molecule is CCNc1cc2[o+]c3cc(NCC)c(C)cc3c(-c3ccccc3C(=O)OC)c2cc1C.[Cl-]. The Y is -1.39 log mol/L.